Dataset: Ames mutagenicity test results for genotoxicity prediction. Task: Regression/Classification. Given a drug SMILES string, predict its toxicity properties. Task type varies by dataset: regression for continuous values (e.g., LD50, hERG inhibition percentage) or binary classification for toxic/non-toxic outcomes (e.g., AMES mutagenicity, cardiotoxicity, hepatotoxicity). Dataset: ames. (1) The drug is CCOP(=S)(OCC)Oc1cc(C)nc(C(C)C)n1. The result is 0 (non-mutagenic). (2) The drug is Cc1cc([N+](=O)[O-])c(C)c2c1[nH]c1ccc(O)cc12. The result is 1 (mutagenic). (3) The molecule is CCCCC(CC)COC(=O)COc1ccc(Cl)cc1Cl. The result is 0 (non-mutagenic). (4) The result is 1 (mutagenic). The compound is Nc1cc(CCO)c(N)c([N+](=O)[O-])c1. (5) The result is 1 (mutagenic). The drug is c1cnc2c(c1)ccc1c2ccc2cccnc21. (6) The molecule is N=C1NC(=O)N(C2OC(CO)C(O)C2O)CC1=O. The result is 0 (non-mutagenic).